The task is: Predict the reaction yield, written as a fraction of the theoretical maximum amount of product (1.0 means a 100% yield; for example, 0.34 means a 34% yield).. This data is from Reaction yield outcomes from USPTO patents with 853,638 reactions. (1) The reactants are [NH2:1][C:2]1[CH:22]=[CH:21][C:5]([O:6][C:7]2[C:16]3[C:11](=[CH:12][C:13]([O:19][CH3:20])=[C:14]([C:17]#[N:18])[CH:15]=3)[N:10]=[CH:9][CH:8]=2)=[CH:4][CH:3]=1.[F:23][C:24]1[CH:29]=[C:28]([F:30])[CH:27]=[CH:26][C:25]=1[N:31]=[C:32]=[O:33]. The yield is 0.700. The catalyst is C1(C)C=CC=CC=1. The product is [C:17]([C:14]1[CH:15]=[C:16]2[C:11](=[CH:12][C:13]=1[O:19][CH3:20])[N:10]=[CH:9][CH:8]=[C:7]2[O:6][C:5]1[CH:21]=[CH:22][C:2]([NH:1][C:32]([NH:31][C:25]2[CH:26]=[CH:27][C:28]([F:30])=[CH:29][C:24]=2[F:23])=[O:33])=[CH:3][CH:4]=1)#[N:18]. (2) The reactants are [CH3:1][N:2]1[C:7]([C:8]([F:11])([F:10])[F:9])=[CH:6][CH:5]=[C:4]([C:12]([OH:14])=[O:13])[C:3]1=[O:15].[C:16](Cl)(=O)C(Cl)=O.CO.C(N(CC)CC)C. The catalyst is ClCCl.CN(C=O)C. The product is [CH3:16][O:13][C:12]([C:4]1[C:3](=[O:15])[N:2]([CH3:1])[C:7]([C:8]([F:9])([F:10])[F:11])=[CH:6][CH:5]=1)=[O:14]. The yield is 0.940. (3) The reactants are BrBr.[K+].[Br-:4].[CH2:5]([C:7]1[CH:8]=[CH:9][C:10]([CH:13]=[CH2:14])=[N:11][CH:12]=1)[CH3:6].[OH2:15]. No catalyst specified. The product is [Br:4][CH2:14][CH:13]([C:10]1[CH:9]=[CH:8][C:7]([CH2:5][CH3:6])=[CH:12][N:11]=1)[OH:15]. The yield is 0.860. (4) The reactants are [Br:1][C:2]1[S:10][C:9]2[C:8]([C:11]#[N:12])=[CH:7][NH:6][C:5](=O)[C:4]=2[CH:3]=1.C([O-])([O-])=O.[K+].[K+].O=P(Cl)(Cl)[Cl:22]. No catalyst specified. The product is [Br:1][C:2]1[S:10][C:9]2[C:8]([C:11]#[N:12])=[CH:7][N:6]=[C:5]([Cl:22])[C:4]=2[CH:3]=1. The yield is 0.850.